Dataset: Forward reaction prediction with 1.9M reactions from USPTO patents (1976-2016). Task: Predict the product of the given reaction. Given the reactants [CH3:1][O:2][C:3]1[CH:8]=[C:7]([N+:9]([O-:11])=[O:10])[CH:6]=[CH:5][C:4]=1[OH:12].N1C=CC=CC=1.[C:19](OC(=O)C)(=[O:21])[CH3:20], predict the reaction product. The product is: [N+:9]([C:7]1[CH:6]=[CH:5][C:4]([O:12][C:19](=[O:21])[CH3:20])=[C:3]([O:2][CH3:1])[CH:8]=1)([O-:11])=[O:10].